From a dataset of Reaction yield outcomes from USPTO patents with 853,638 reactions. Predict the reaction yield, written as a fraction of the theoretical maximum amount of product (1.0 means a 100% yield; for example, 0.34 means a 34% yield). The reactants are [Cl:1][C:2]1[C:11]2[C:6](=[CH:7][CH:8]=[C:9]([F:12])[CH:10]=2)[C:5]([OH:13])=[CH:4][N:3]=1.C([O-])([O-])=O.[K+].[K+].[CH2:20](I)[CH3:21]. The catalyst is C(#N)C. The product is [Cl:1][C:2]1[C:11]2[C:6](=[CH:7][CH:8]=[C:9]([F:12])[CH:10]=2)[C:5]([O:13][CH2:20][CH3:21])=[CH:4][N:3]=1. The yield is 0.700.